From a dataset of Forward reaction prediction with 1.9M reactions from USPTO patents (1976-2016). Predict the product of the given reaction. Given the reactants [Cl:1][C:2]1[C:9]([F:10])=[CH:8][CH:7]=[C:6]([O:11]C)[C:3]=1[CH:4]=[O:5].B(Br)(Br)Br, predict the reaction product. The product is: [Cl:1][C:2]1[C:9]([F:10])=[CH:8][CH:7]=[C:6]([OH:11])[C:3]=1[CH:4]=[O:5].